Dataset: Cav3 T-type calcium channel HTS with 100,875 compounds. Task: Binary Classification. Given a drug SMILES string, predict its activity (active/inactive) in a high-throughput screening assay against a specified biological target. (1) The drug is S1(=O)(=O)CC(N(C)C(=O)Nc2ccccc2)CC1. The result is 0 (inactive). (2) The molecule is S(=O)(=O)(NCc1ccc(cc1)C(=O)NCc1occc1)c1cc(OC)ccc1. The result is 0 (inactive). (3) The compound is O=c1n(c(nc2c1cccc2)CN1CCCCC1)CC(=O)Nc1c(cccc1C)C. The result is 0 (inactive). (4) The molecule is S(Cc1[nH]c(nc(=O)c1)/N=C(\Nc1ccc(OC)cc1)N)c1ccc(cc1)C. The result is 0 (inactive).